From a dataset of Full USPTO retrosynthesis dataset with 1.9M reactions from patents (1976-2016). Predict the reactants needed to synthesize the given product. (1) Given the product [CH3:14][C:15]1[CH:20]=[CH:19][C:18]([S:21]([O:1][CH2:2][C:3]2([NH:6][C:7]([O:8][C:9]([CH3:10])([CH3:12])[CH3:11])=[O:13])[CH2:4][CH2:5]2)(=[O:23])=[O:22])=[CH:17][CH:16]=1, predict the reactants needed to synthesize it. The reactants are: [OH:1][CH2:2][C:3]1([NH:6][C:7](=[O:13])[O:8][C:9]([CH3:12])([CH3:11])[CH3:10])[CH2:5][CH2:4]1.[CH3:14][C:15]1[CH:20]=[CH:19][C:18]([S:21](Cl)(=[O:23])=[O:22])=[CH:17][CH:16]=1. (2) Given the product [CH3:34][S:31]([C:28]1[CH:29]=[CH:30][C:25]([NH:24][C:19]2[C:20]([N+:21]([O-:23])=[O:22])=[C:15]([NH:14][CH:11]3[CH2:12][CH2:13][NH:8][CH2:9][CH2:10]3)[N:16]=[CH:17][N:18]=2)=[CH:26][CH:27]=1)(=[O:33])=[O:32], predict the reactants needed to synthesize it. The reactants are: C(OC([N:8]1[CH2:13][CH2:12][CH:11]([NH:14][C:15]2[C:20]([N+:21]([O-:23])=[O:22])=[C:19]([NH:24][C:25]3[CH:30]=[CH:29][C:28]([S:31]([CH3:34])(=[O:33])=[O:32])=[CH:27][CH:26]=3)[N:18]=[CH:17][N:16]=2)[CH2:10][CH2:9]1)=O)(C)(C)C.Cl. (3) Given the product [Cl:26][C:23]1[CH:22]=[CH:21][C:20]([CH:8]([C:5]2[CH:6]=[CH:7][C:2]([Cl:1])=[CH:3][CH:4]=2)[C:9]2[CH:10]=[C:11]3[C:16](=[CH:17][CH:18]=2)[N:15]=[CH:14][N:13]=[C:12]3[NH:41][CH:38]2[CH2:39][CH2:40][N:35]([C:30]3[N:29]=[CH:34][CH:33]=[CH:32][N:31]=3)[CH2:36][CH2:37]2)=[CH:25][CH:24]=1, predict the reactants needed to synthesize it. The reactants are: [Cl:1][C:2]1[CH:7]=[CH:6][C:5]([CH:8]([C:20]2[CH:25]=[CH:24][C:23]([Cl:26])=[CH:22][CH:21]=2)[C:9]2[CH:10]=[C:11]3[C:16](=[CH:17][CH:18]=2)[N:15]=[CH:14][N:13]=[C:12]3Cl)=[CH:4][CH:3]=1.Cl.Cl.[N:29]1[CH:34]=[CH:33][CH:32]=[N:31][C:30]=1[N:35]1[CH2:40][CH2:39][CH:38]([NH2:41])[CH2:37][CH2:36]1. (4) Given the product [O:28]1[C@@H:4]2[C@@:5]1([CH3:27])[CH:6]=[CH:7][C:8](=[O:26])[C@H:9]([CH3:25])[C@H:10]([OH:24])[C@@H:11]([CH3:23])[C:12](=[O:22])[C:13]([CH3:21])([CH3:20])[C@@H:14]([OH:19])[CH2:15][C:16](=[O:18])[NH:1][C@H:2]([C:29]([CH3:37])=[CH:30][C:31]1[N:32]=[C:33]([CH3:36])[S:34][CH:35]=1)[CH2:3]2, predict the reactants needed to synthesize it. The reactants are: [NH2:1][C@H:2](/[C:29](/[CH3:37])=[CH:30]/[C:31]1[N:32]=[C:33]([CH3:36])[S:34][CH:35]=1)[CH2:3][C@@H:4]1[O:28][C@:5]1([CH3:27])[CH2:6][CH2:7][C:8](=[O:26])[C@H:9]([CH3:25])[C@H:10]([OH:24])[C@@H:11]([CH3:23])[C:12](=[O:22])[C:13]([CH3:21])([CH3:20])[C@@H:14]([OH:19])[CH2:15][C:16]([OH:18])=O.ON1C2C=CC=CC=2N=N1.Cl.CN(C)CCCN=C=NCC. (5) Given the product [Br:1][C:2]1[CH:3]=[C:4]([N:9]2[CH2:17][CH2:16][O:15][CH2:14][CH2:13]2)[C:5]([Cl:8])=[N:6][CH:7]=1, predict the reactants needed to synthesize it. The reactants are: [Br:1][C:2]1[CH:3]=[C:4]([NH2:9])[C:5]([Cl:8])=[N:6][CH:7]=1.[H-].[Na+].Br[CH2:13][CH2:14][O:15][CH2:16][CH2:17]Br. (6) The reactants are: [NH2:1]CC(N1CCC(C)CC1)=O.[CH2:12]([O:19]C1(OC)C=CC(C(O)=O)=CC1OC)[C:13]1[CH:18]=[CH:17][CH:16]=[CH:15][CH:14]=1.C(N(C(C)C)CC)(C)C.C[NH3+].F[P-](F)(F)(F)(F)F.N1(OC(N(C)C)=[N+](C)C)C2N=CC=CC=2N=N1.F[P-](F)(F)(F)(F)F. Given the product [C:12]([NH2:1])(=[O:19])[C:13]1[CH:18]=[CH:17][CH:16]=[CH:15][CH:14]=1, predict the reactants needed to synthesize it.